From a dataset of Full USPTO retrosynthesis dataset with 1.9M reactions from patents (1976-2016). Predict the reactants needed to synthesize the given product. (1) Given the product [Cl:31][C:32]1[CH:33]=[C:34]([S:39][C:2]2[N:6]([CH2:7][C:8]3[CH:13]=[CH:12][C:11]([O:14][CH3:15])=[CH:10][CH:9]=3)[N:5]=[C:4]([CH3:16])[C:3]=2[C:17]([C:19]2[CH:24]=[CH:23][CH:22]=[CH:21][CH:20]=2)=[O:18])[CH:35]=[C:36]([Cl:38])[CH:37]=1, predict the reactants needed to synthesize it. The reactants are: Cl[C:2]1[N:6]([CH2:7][C:8]2[CH:13]=[CH:12][C:11]([O:14][CH3:15])=[CH:10][CH:9]=2)[N:5]=[C:4]([CH3:16])[C:3]=1[C:17]([C:19]1[CH:24]=[CH:23][CH:22]=[CH:21][CH:20]=1)=[O:18].C(=O)([O-])[O-].[K+].[K+].[Cl:31][C:32]1[CH:33]=[C:34]([SH:39])[CH:35]=[C:36]([Cl:38])[CH:37]=1. (2) Given the product [NH2:29][C:27](=[O:28])[CH2:26][NH:25][C:9]([CH:1]1[C:3]2([CH2:4][CH2:5][CH2:6][CH2:7][CH2:8]2)[CH2:2]1)=[O:11], predict the reactants needed to synthesize it. The reactants are: [CH:1]1([C:9]([OH:11])=O)[C:3]2([CH2:8][CH2:7][CH2:6][CH2:5][CH2:4]2)[CH2:2]1.C(N1C=CN=C1)(N1C=CN=C1)=O.Cl.[NH2:25][CH2:26][C:27]([NH2:29])=[O:28].CCCCCCC. (3) Given the product [CH2:13]([N:20]1[CH2:25][CH2:24][CH:23]([C:26]2[N:34]3[C:29]([C:30](=[O:36])[N:31]=[C:32]([NH:1][CH:2]([C:6]4[CH:7]=[CH:8][C:9]([Cl:12])=[CH:10][CH:11]=4)[CH2:3][CH2:4][OH:5])[NH:33]3)=[CH:28][N:27]=2)[CH2:22][CH2:21]1)[C:14]1[CH:19]=[CH:18][CH:17]=[CH:16][CH:15]=1, predict the reactants needed to synthesize it. The reactants are: [NH2:1][CH:2]([C:6]1[CH:11]=[CH:10][C:9]([Cl:12])=[CH:8][CH:7]=1)[CH2:3][CH2:4][OH:5].[CH2:13]([N:20]1[CH2:25][CH2:24][CH:23]([C:26]2[N:34]3[C:29]([C:30](=[O:36])[N:31]=[C:32](Cl)[NH:33]3)=[CH:28][N:27]=2)[CH2:22][CH2:21]1)[C:14]1[CH:19]=[CH:18][CH:17]=[CH:16][CH:15]=1.[I-].[Na+].CCN(C(C)C)C(C)C. (4) Given the product [Cl:23][C:22]1[C:10]([CH2:9][OH:8])=[CH:11][C:12]([F:24])=[C:13]([CH:21]=1)[C:14]([O:16][C:17]([CH3:19])([CH3:20])[CH3:18])=[O:15], predict the reactants needed to synthesize it. The reactants are: [Si]([O:8][CH2:9][C:10]1[C:22]([Cl:23])=[CH:21][C:13]([C:14]([O:16][C:17]([CH3:20])([CH3:19])[CH3:18])=[O:15])=[C:12]([F:24])[CH:11]=1)(C(C)(C)C)(C)C.[F-].C([N+](CCCC)(CCCC)CCCC)CCC. (5) Given the product [Cl:27][C:26]1[CH:25]=[N:24][CH:23]=[C:22]([Cl:28])[C:21]=1[NH:20][C:14]1[C:13]2[C:18](=[C:9]([O:8][CH2:7][CH2:6][CH2:5][CH2:4][CH2:3][CH2:2][NH:31][CH2:32][CH2:33][OH:34])[C:10]([O:29][CH3:30])=[CH:11][CH:12]=2)[NH:17][C:16](=[O:19])[CH:15]=1, predict the reactants needed to synthesize it. The reactants are: Cl[CH2:2][CH2:3][CH2:4][CH2:5][CH2:6][CH2:7][O:8][C:9]1[C:10]([O:29][CH3:30])=[CH:11][CH:12]=[C:13]2[C:18]=1[NH:17][C:16](=[O:19])[CH:15]=[C:14]2[NH:20][C:21]1[C:26]([Cl:27])=[CH:25][N:24]=[CH:23][C:22]=1[Cl:28].[NH2:31][CH2:32][CH2:33][OH:34]. (6) Given the product [Br:11][C:12]1[CH:17]=[C:16]([C:6]2[O:7][C:3]([CH:1]=[O:2])=[CH:4][CH:5]=2)[CH:15]=[CH:14][CH:13]=1, predict the reactants needed to synthesize it. The reactants are: [CH:1]([C:3]1[O:7][C:6](B(O)O)=[CH:5][CH:4]=1)=[O:2].[Br:11][C:12]1[CH:13]=[C:14](I)[CH:15]=[CH:16][CH:17]=1.C(=O)([O-])[O-].[Na+].[Na+].O. (7) Given the product [C:2]1([CH:26]([C:25]2[CH:24]=[CH:23][CH:22]=[CH:31][CH:30]=2)[OH:28])[CH:7]=[CH:6][CH:5]=[CH:4][CH:3]=1, predict the reactants needed to synthesize it. The reactants are: Br[C:2]1[CH:7]=[CH:6][C:5](CC)=[CH:4][CH:3]=1.CCCCC.C([Li])(C)(C)C.C([C:22]1[CH:31]=[CH:30][C:25]([C:26]([O:28]C)=O)=[CH:24][C:23]=1O)=O.[Cl-].[NH4+]. (8) Given the product [F:1][C:2]1[CH:3]=[CH:4][C:5]([CH2:8][C:9]2[CH:18]=[C:17]3[C:12]([C:13]([OH:34])=[C:14]([C:29]([NH:39][CH2:38][CH2:37][O:36][CH3:35])=[O:30])[C:15](=[O:28])[N:16]3[CH2:19][CH2:20][N:21]3[CH2:26][CH2:25][CH2:24][CH2:23][C:22]3=[O:27])=[N:11][CH:10]=2)=[CH:6][CH:7]=1, predict the reactants needed to synthesize it. The reactants are: [F:1][C:2]1[CH:7]=[CH:6][C:5]([CH2:8][C:9]2[CH:18]=[C:17]3[C:12]([C:13]([OH:34])=[C:14]([C:29](OCC)=[O:30])[C:15](=[O:28])[N:16]3[CH2:19][CH2:20][N:21]3[CH2:26][CH2:25][CH2:24][CH2:23][C:22]3=[O:27])=[N:11][CH:10]=2)=[CH:4][CH:3]=1.[CH3:35][O:36][CH2:37][CH2:38][NH2:39]. (9) The reactants are: C(O)=O.[NH2:4][CH2:5][CH2:6][C:7]1[CH:29]=[CH:28][C:10]([NH:11][C:12]2[C:17]([NH:18][C:19]([NH:21][CH2:22][CH2:23][CH2:24][CH2:25][CH2:26][CH3:27])=[O:20])=[CH:16][CH:15]=[CH:14][N:13]=2)=[CH:9][CH:8]=1.C([Si]([O:47][C:48]1[CH:53]=[CH:52][C:51]([O:54][CH2:55][CH:56]2[CH2:58][O:57]2)=[CH:50][CH:49]=1)(C1C=CC=CC=1)C1C=CC=CC=1)(C)(C)C. Given the product [CH2:22]([NH:21][C:19]([NH:18][C:17]1[C:12]([NH:11][C:10]2[CH:9]=[CH:8][C:7]([CH2:6][CH2:5][NH:4][CH2:58][C@H:56]([OH:57])[CH2:55][O:54][C:51]3[CH:52]=[CH:53][C:48]([OH:47])=[CH:49][CH:50]=3)=[CH:29][CH:28]=2)=[N:13][CH:14]=[CH:15][CH:16]=1)=[O:20])[CH2:23][CH2:24][CH2:25][CH2:26][CH3:27], predict the reactants needed to synthesize it. (10) Given the product [F:12][C:9]1[CH:10]=[C:11]2[C:6](=[CH:7][CH:8]=1)[N:5]=[CH:4][CH:3]=[C:2]2[C:13]#[N:14], predict the reactants needed to synthesize it. The reactants are: Cl[C:2]1[C:11]2[C:6](=[CH:7][CH:8]=[C:9]([F:12])[CH:10]=2)[N:5]=[CH:4][CH:3]=1.[CH3:13][N:14](C=O)C.